From a dataset of Full USPTO retrosynthesis dataset with 1.9M reactions from patents (1976-2016). Predict the reactants needed to synthesize the given product. (1) Given the product [C@H:1]1([NH:10][C:11]2[CH:20]=[CH:19][C:18]3[C:13](=[CH:14][CH:15]=[C:16]([NH:21][C:29](=[O:33])[CH:30]([CH3:32])[CH3:31])[CH:17]=3)[N:12]=2)[C:9]2[C:4](=[CH:5][CH:6]=[CH:7][CH:8]=2)[CH2:3][CH2:2]1, predict the reactants needed to synthesize it. The reactants are: [C@H:1]1([NH:10][C:11]2[CH:20]=[CH:19][C:18]3[C:13](=[CH:14][CH:15]=[C:16]([NH2:21])[CH:17]=3)[N:12]=2)[C:9]2[C:4](=[CH:5][CH:6]=[CH:7][CH:8]=2)[CH2:3][CH2:2]1.C(N(CC)CC)C.[C:29](Cl)(=[O:33])[CH:30]([CH3:32])[CH3:31]. (2) Given the product [OH:25][CH2:24][C@@H:23]([NH:22][C:2]1[CH:3]=[C:4]2[C:9](=[CH:10][C:11]=1[N+:12]([O-:14])=[O:13])[NH:8][C:7](=[O:15])[N:6]([NH:16][S:17]([CH3:20])(=[O:19])=[O:18])[C:5]2=[O:21])[C:26]1[CH:31]=[CH:30][CH:29]=[CH:28][CH:27]=1, predict the reactants needed to synthesize it. The reactants are: F[C:2]1[CH:3]=[C:4]2[C:9](=[CH:10][C:11]=1[N+:12]([O-:14])=[O:13])[NH:8][C:7](=[O:15])[N:6]([NH:16][S:17]([CH3:20])(=[O:19])=[O:18])[C:5]2=[O:21].[NH2:22][C@@H:23]([C:26]1[CH:31]=[CH:30][CH:29]=[CH:28][CH:27]=1)[CH2:24][OH:25].